This data is from Forward reaction prediction with 1.9M reactions from USPTO patents (1976-2016). The task is: Predict the product of the given reaction. (1) Given the reactants [N+](C1C=CC(C([O:10][C@H:11]2[C:15]3[N:16]=[CH:17][N:18]=[C:19]([N:20]4[C:33]5[C:28](=[C:29]([CH2:35][NH:36][CH:37]([CH3:39])[CH3:38])[C:30]([Cl:34])=[CH:31][CH:32]=5)[C:22]5([CH2:27][CH2:26][NH:25][CH2:24][CH2:23]5)[CH2:21]4)[C:14]=3[C@H:13]([CH3:40])[CH2:12]2)=O)=CC=1)([O-])=O.O[Li].O.[ClH:46], predict the reaction product. The product is: [ClH:34].[ClH:46].[ClH:34].[Cl:34][C:30]1[C:29]([CH2:35][NH:36][CH:37]([CH3:39])[CH3:38])=[C:28]2[C:22]3([CH2:23][CH2:24][NH:25][CH2:26][CH2:27]3)[CH2:21][N:20]([C:19]3[C:14]4[C@H:13]([CH3:40])[CH2:12][C@@H:11]([OH:10])[C:15]=4[N:16]=[CH:17][N:18]=3)[C:33]2=[CH:32][CH:31]=1. (2) Given the reactants [ClH:1].[C:2]1([S:8]([N:11]2[C:19]3[CH:18]=[CH:17][CH:16]=[C:15]4[CH2:20][CH2:21][NH:22][CH2:23][C:13]([C:14]=34)=[CH:12]2)(=[O:10])=[O:9])[CH:7]=[CH:6][CH:5]=[CH:4][CH:3]=1.[C:24](O[BH-](OC(=O)C)OC(=O)C)(=O)[CH3:25].[Na+].C(O)(=O)C.C(=O)C.Cl, predict the reaction product. The product is: [ClH:1].[CH2:24]([N:22]1[CH2:21][CH2:20][C:15]2[C:14]3[C:13](=[CH:12][N:11]([S:8]([C:2]4[CH:3]=[CH:4][CH:5]=[CH:6][CH:7]=4)(=[O:10])=[O:9])[C:19]=3[CH:18]=[CH:17][CH:16]=2)[CH2:23]1)[CH3:25]. (3) Given the reactants [C:1]1([OH:7])[CH:6]=[CH:5][CH:4]=[CH:3][CH:2]=1.C=O.[OH-].[K+], predict the reaction product. The product is: [CH2:1]=[O:7].[C:1]1([OH:7])[CH:6]=[CH:5][CH:4]=[CH:3][CH:2]=1. (4) The product is: [F:23][C:22]([F:25])([F:24])[C:19]1[CH:20]=[CH:21][C:16]([N:11]2[CH2:10][CH2:9][CH:8]([NH2:7])[CH2:13][CH2:12]2)=[N:17][CH:18]=1. Given the reactants C(OC(=O)[NH:7][CH:8]1[CH2:13][CH2:12][NH:11][CH2:10][CH2:9]1)(C)(C)C.Cl[C:16]1[CH:21]=[CH:20][C:19]([C:22]([F:25])([F:24])[F:23])=[CH:18][N:17]=1.C(OC(=O)N[C@@H]1CCN(C2C(C(F)(F)F)=CC=CN=2)C1)(C)(C)C.FC(F)(F)C1C(N2CC[C@@H](N)C2)=NC=CC=1, predict the reaction product. (5) Given the reactants C([Li])CCC.O1CCCC1.[Cl-].COC[P+]([C:28]1[CH:33]=[CH:32][CH:31]=[CH:30][CH:29]=1)([C:28]1[CH:33]=[CH:32][CH:31]=[CH:30][CH:29]=1)[C:28]1[CH:33]=[CH:32][CH:31]=[CH:30][CH:29]=1.CC(C)[CH:36]([C:40]1[CH:45]=CC=[CH:42][CH:41]=1)[CH2:37][CH:38]=[O:39], predict the reaction product. The product is: [CH3:45][CH:40]([CH2:41][CH3:42])[CH:36]([C:28]1[CH:29]=[CH:30][CH:31]=[CH:32][CH:33]=1)[CH2:37][CH:38]=[O:39]. (6) Given the reactants [CH2:1]([S:3]([C:6]1[CH:11]=[C:10]([C@@H:12]([NH:16][C:17]([C:19]2[C:20]3[CH:27]=[N:26][N:25]([C:28]4[CH:33]=[CH:32][C:31]([F:34])=[CH:30][CH:29]=4)[C:21]=3[CH:22]=[N:23][CH:24]=2)=[O:18])[CH2:13][CH:14]=[CH2:15])[CH:9]=[CH:8][N:7]=1)(=[O:5])=[O:4])[CH3:2], predict the reaction product. The product is: [CH2:1]([S:3]([C:6]1[CH:11]=[C:10]([C@@H:12]([NH:16][C:17]([C:19]2[C:20]3[CH:27]=[N:26][N:25]([C:28]4[CH:33]=[CH:32][C:31]([F:34])=[CH:30][CH:29]=4)[C:21]=3[CH:22]=[N:23][CH:24]=2)=[O:18])[CH2:13][CH2:14][CH3:15])[CH:9]=[CH:8][N:7]=1)(=[O:4])=[O:5])[CH3:2]. (7) Given the reactants [NH2:1][C:2]1[CH:7]=[CH:6][CH:5]=[CH:4][C:3]=1[SH:8].[Br:9][C:10]1[CH:11]=[CH:12][C:13]([CH:16]=O)=[N:14][CH:15]=1, predict the reaction product. The product is: [Br:9][C:10]1[CH:11]=[CH:12][C:13]([C:16]2[S:8][C:3]3[CH:4]=[CH:5][CH:6]=[CH:7][C:2]=3[N:1]=2)=[N:14][CH:15]=1. (8) The product is: [CH2:33]([C:21]1[CH:22]=[CH:23][C:24]2[C:19](=[CH:18][C:17]3[C:26]([CH:25]=2)=[CH:27][C:28]2[C:15](=[CH:14][C:13]4[C:30]([CH:29]=2)=[CH:31][C:10]([CH2:1][CH2:2][CH2:3][CH2:4][CH2:5][CH2:6][CH2:7][CH2:8][CH3:9])=[CH:11][CH:12]=4)[CH:16]=3)[CH:20]=1)[CH2:34][CH2:35][CH2:36][CH2:37][CH2:38][CH2:39][CH2:40][CH3:41]. Given the reactants [CH2:1]([C:10]1[CH:11]=[CH:12][C:13]2[CH2:14][C:15]3[C:28]([C:29](=O)[C:30]=2[CH:31]=1)=[CH:27][C:26]1[CH2:25][C:24]2[C:19](=[CH:20][C:21]([CH2:33][CH2:34][CH2:35][CH2:36][CH2:37][CH2:38][CH2:39][CH2:40][CH3:41])=[CH:22][CH:23]=2)[C:18](=O)[C:17]=1[CH:16]=3)[CH2:2][CH2:3][CH2:4][CH2:5][CH2:6][CH2:7][CH2:8][CH3:9], predict the reaction product. (9) Given the reactants CN(C)/[CH:3]=[C:4](\[F:22])/[C:5]([C:7]1[N:11]([CH:12]2[CH2:17][CH2:16][O:15][CH2:14][CH2:13]2)[C:10]([C:18]([F:21])([F:20])[F:19])=[N:9][CH:8]=1)=O.C(=O)(O)O.[NH2:28][C:29]([NH2:31])=[NH:30], predict the reaction product. The product is: [F:22][C:4]1[C:5]([C:7]2[N:11]([CH:12]3[CH2:17][CH2:16][O:15][CH2:14][CH2:13]3)[C:10]([C:18]([F:21])([F:19])[F:20])=[N:9][CH:8]=2)=[N:30][C:29]([NH2:31])=[N:28][CH:3]=1. (10) Given the reactants [Na+].[Br-:2].[Br:3][C:4]1[CH:5]=[C:6]([CH2:10][C:11](=[O:15])[CH:12](Cl)[CH3:13])[CH:7]=[CH:8][CH:9]=1, predict the reaction product. The product is: [Br:2][CH:12]([CH3:13])[C:11](=[O:15])[CH2:10][C:6]1[CH:7]=[CH:8][CH:9]=[C:4]([Br:3])[CH:5]=1.